From a dataset of Peptide-MHC class II binding affinity with 134,281 pairs from IEDB. Regression. Given a peptide amino acid sequence and an MHC pseudo amino acid sequence, predict their binding affinity value. This is MHC class II binding data. (1) The peptide sequence is TKKFDEVVKANGGYL. The MHC is DRB1_0401 with pseudo-sequence DRB1_0401. The binding affinity (normalized) is 0.595. (2) The peptide sequence is AAGTAAQAAVVRFQE. The MHC is DRB1_1101 with pseudo-sequence DRB1_1101. The binding affinity (normalized) is 0.163. (3) The peptide sequence is AAEQLWVTVYYGVPVWK. The MHC is HLA-DQA10103-DQB10603 with pseudo-sequence HLA-DQA10103-DQB10603. The binding affinity (normalized) is 0.794. (4) The peptide sequence is GTVVLTATFALGAAL. The MHC is HLA-DQA10102-DQB10602 with pseudo-sequence HLA-DQA10102-DQB10602. The binding affinity (normalized) is 0.499. (5) The peptide sequence is VFGSAFQGLFGGLNW. The MHC is H-2-IEd with pseudo-sequence H-2-IEd. The binding affinity (normalized) is 0.0625. (6) The peptide sequence is YAFNGTKLDAVYLNKN. The MHC is DRB1_0302 with pseudo-sequence DRB1_0302. The binding affinity (normalized) is 0.